From a dataset of NCI-60 drug combinations with 297,098 pairs across 59 cell lines. Regression. Given two drug SMILES strings and cell line genomic features, predict the synergy score measuring deviation from expected non-interaction effect. (1) Drug 1: CCN(CC)CCNC(=O)C1=C(NC(=C1C)C=C2C3=C(C=CC(=C3)F)NC2=O)C. Drug 2: C1CN(P(=O)(OC1)NCCCl)CCCl. Cell line: MDA-MB-231. Synergy scores: CSS=-3.12, Synergy_ZIP=-0.228, Synergy_Bliss=-2.82, Synergy_Loewe=-6.14, Synergy_HSA=-6.05. (2) Drug 1: C1=CN(C(=O)N=C1N)C2C(C(C(O2)CO)O)O.Cl. Drug 2: C1CN(P(=O)(OC1)NCCCl)CCCl. Cell line: M14. Synergy scores: CSS=42.2, Synergy_ZIP=-0.601, Synergy_Bliss=-1.08, Synergy_Loewe=-54.1, Synergy_HSA=-0.718. (3) Cell line: SNB-75. Synergy scores: CSS=6.77, Synergy_ZIP=-2.70, Synergy_Bliss=2.41, Synergy_Loewe=2.61, Synergy_HSA=2.77. Drug 1: CN1CCC(CC1)COC2=C(C=C3C(=C2)N=CN=C3NC4=C(C=C(C=C4)Br)F)OC. Drug 2: C1=NC2=C(N=C(N=C2N1C3C(C(C(O3)CO)O)F)Cl)N. (4) Drug 1: C1=NC(=NC(=O)N1C2C(C(C(O2)CO)O)O)N. Drug 2: CC1C(C(CC(O1)OC2CC(CC3=C2C(=C4C(=C3O)C(=O)C5=C(C4=O)C(=CC=C5)OC)O)(C(=O)CO)O)N)O.Cl. Cell line: EKVX. Synergy scores: CSS=8.27, Synergy_ZIP=-4.45, Synergy_Bliss=-3.09, Synergy_Loewe=-1.57, Synergy_HSA=-0.761. (5) Drug 1: CC(C1=C(C=CC(=C1Cl)F)Cl)OC2=C(N=CC(=C2)C3=CN(N=C3)C4CCNCC4)N. Drug 2: CC1=C2C(C(=O)C3(C(CC4C(C3C(C(C2(C)C)(CC1OC(=O)C(C(C5=CC=CC=C5)NC(=O)C6=CC=CC=C6)O)O)OC(=O)C7=CC=CC=C7)(CO4)OC(=O)C)O)C)OC(=O)C. Cell line: UACC-257. Synergy scores: CSS=26.3, Synergy_ZIP=2.02, Synergy_Bliss=2.44, Synergy_Loewe=-26.4, Synergy_HSA=1.39.